This data is from Forward reaction prediction with 1.9M reactions from USPTO patents (1976-2016). The task is: Predict the product of the given reaction. (1) Given the reactants [Cl:1][C:2]1[CH:7]=[CH:6][C:5]([CH2:8][C:9]2[C:18]3[C:13](=[CH:14][CH:15]=[CH:16][CH:17]=3)[C:12](=[O:19])[N:11]([CH2:20][C@H:21]3[CH2:25][CH2:24][CH2:23][N:22]3[CH2:26][CH2:27][N:28]3C(=O)C4C(=CC=CC=4)C3=O)[N:10]=2)=[CH:4][CH:3]=1.O.NN, predict the reaction product. The product is: [NH2:28][CH2:27][CH2:26][N:22]1[CH2:23][CH2:24][CH2:25][C@@H:21]1[CH2:20][N:11]1[N:10]=[C:9]([CH2:8][C:5]2[CH:6]=[CH:7][C:2]([Cl:1])=[CH:3][CH:4]=2)[C:18]2[C:13](=[CH:14][CH:15]=[CH:16][CH:17]=2)[C:12]1=[O:19]. (2) The product is: [C:35]([N:27]1[C:28]2[C:33](=[CH:32][C:31]([C:9]3[CH2:14][CH2:13][N:12]([C:15]([O:17][C:18]([CH3:19])([CH3:20])[CH3:21])=[O:16])[CH2:11][CH:10]=3)=[CH:30][CH:29]=2)[C@H:24]([NH2:23])[C@@H:25]([CH3:41])[C@@H:26]1[CH:38]1[CH2:40][CH2:39]1)(=[O:37])[CH3:36]. Given the reactants CC1(C)C(C)(C)OB([C:9]2[CH2:14][CH2:13][N:12]([C:15]([O:17][C:18]([CH3:21])([CH3:20])[CH3:19])=[O:16])[CH2:11][CH:10]=2)O1.[NH2:23][C@H:24]1[C:33]2[C:28](=[CH:29][CH:30]=[C:31](Br)[CH:32]=2)[N:27]([C:35](=[O:37])[CH3:36])[C@H:26]([CH:38]2[CH2:40][CH2:39]2)[C@@H:25]1[CH3:41].C(=O)([O-])[O-].[Cs+].[Cs+].O, predict the reaction product.